This data is from Catalyst prediction with 721,799 reactions and 888 catalyst types from USPTO. The task is: Predict which catalyst facilitates the given reaction. (1) Reactant: [C:1](OC1CCCCCC(O[Si](CC)(CC)CC)CCCCC1)(=[O:3])[CH3:2].[Si:25]([O:32][CH2:33][CH2:34][CH2:35][CH2:36][CH2:37][CH2:38][CH2:39][CH2:40][CH:41]([OH:50])[CH2:42][CH2:43][C:44]#[C:45][Si:46]([CH3:49])([CH3:48])[CH3:47])([C:28]([CH3:31])([CH3:30])[CH3:29])([CH3:27])[CH3:26].C(OC(=O)C)(=O)C.C([O-])([O-])=O.[K+].[K+]. Product: [C:1]([O:50][CH:41]([CH2:40][CH2:39][CH2:38][CH2:37][CH2:36][CH2:35][CH2:34][CH2:33][O:32][Si:25]([C:28]([CH3:31])([CH3:30])[CH3:29])([CH3:27])[CH3:26])[CH2:42][CH2:43][C:44]#[C:45][Si:46]([CH3:49])([CH3:48])[CH3:47])(=[O:3])[CH3:2]. The catalyst class is: 277. (2) Reactant: Br[C:2]1[CH:3]=[C:4]2[C:9](=[CH:10][CH:11]=1)[C:8](=[O:12])[NH:7][N:6]=[C:5]2[Cl:13].[C:14]1([C:20]2[CH:21]=[C:22]([CH:25]=[CH:26][CH:27]=2)[CH2:23][NH2:24])[CH:19]=[CH:18][CH:17]=[CH:16][CH:15]=1.C1C=CC(P(C2C(C3C(P(C4C=CC=CC=4)C4C=CC=CC=4)=CC=C4C=3C=CC=C4)=C3C(C=CC=C3)=CC=2)C2C=CC=CC=2)=CC=1.CC([O-])(C)C.[Na+]. Product: [C:20]1([C:14]2[CH:19]=[CH:18][CH:17]=[CH:16][CH:15]=2)[CH:27]=[CH:26][CH:25]=[C:22]([CH2:23][NH:24][C:2]2[CH:3]=[C:4]3[C:9](=[CH:10][CH:11]=2)[C:8](=[O:12])[NH:7][N:6]=[C:5]3[Cl:13])[CH:21]=1. The catalyst class is: 686. (3) Reactant: [CH3:1][S:2]([C:5]1[CH:10]=[CH:9][C:8]([C:11]2[CH:12]=[C:13]3[CH2:34][C:18]4([CH2:33][C:20]5([CH2:25][CH2:24][N:23](C(OC(C)(C)C)=O)[CH2:22][CH2:21]5)[CH2:19]4)[O:17][C:14]3=[CH:15][N:16]=2)=[CH:7][CH:6]=1)(=[O:4])=[O:3].[ClH:35]. Product: [CH3:1][S:2]([C:5]1[CH:10]=[CH:9][C:8]([C:11]2[CH:12]=[C:13]3[CH2:34][C:18]4([CH2:33][C:20]5([CH2:21][CH2:22][NH:23][CH2:24][CH2:25]5)[CH2:19]4)[O:17][C:14]3=[CH:15][N:16]=2)=[CH:7][CH:6]=1)(=[O:4])=[O:3].[ClH:35]. The catalyst class is: 12. (4) Reactant: C([N:4](C(C)C)CC)(C)C.[Cl:10][C:11]1[N:16]=[C:15]([C:17]2[S:21][C:20]3[CH:22]=[CH:23][CH:24]=[C:25]([C:26](O)=[O:27])[C:19]=3[CH:18]=2)[C:14]([Cl:29])=[CH:13][N:12]=1.N.CO.F[P-](F)(F)(F)(F)F.N1(O[P+](N(C)C)(N(C)C)N(C)C)C2C=CC=CC=2N=N1. Product: [Cl:10][C:11]1[N:16]=[C:15]([C:17]2[S:21][C:20]3[CH:22]=[CH:23][CH:24]=[C:25]([C:26]([NH2:4])=[O:27])[C:19]=3[CH:18]=2)[C:14]([Cl:29])=[CH:13][N:12]=1. The catalyst class is: 268. (5) Reactant: [Cl:1][C:2]1[N:7]=[C:6]([N:8](C(OC(C)(C)C)=O)[N:9](C(OC(C)(C)C)=O)C(OC(C)(C)C)=O)[C:5]([F:31])=[C:4]([NH:32][CH2:33][C:34]2[CH:38]=[CH:37][S:36][CH:35]=2)[N:3]=1. Product: [Cl:1][C:2]1[NH:3][C:4]([NH:32][CH2:33][C:34]2[CH:38]=[CH:37][S:36][CH:35]=2)=[C:5]([F:31])[C:6](=[N:8][NH2:9])[N:7]=1. The catalyst class is: 240. (6) Reactant: Br[C:2]1[CH:7]=[CH:6][C:5]([S:8]([C:11]([F:14])([F:13])[F:12])(=[O:10])=[O:9])=[CH:4][CH:3]=1.[NH:15]1[CH2:20][CH2:19][NH:18][CH2:17][CH2:16]1.C(=O)([O-])[O-].[K+].[K+].O. Product: [F:12][C:11]([F:14])([F:13])[S:8]([C:5]1[CH:6]=[CH:7][C:2]([N:15]2[CH2:20][CH2:19][NH:18][CH2:17][CH2:16]2)=[CH:3][CH:4]=1)(=[O:10])=[O:9]. The catalyst class is: 10.